From a dataset of Peptide-MHC class I binding affinity with 185,985 pairs from IEDB/IMGT. Regression. Given a peptide amino acid sequence and an MHC pseudo amino acid sequence, predict their binding affinity value. This is MHC class I binding data. (1) The peptide sequence is KITTESIVIW. The MHC is HLA-B07:02 with pseudo-sequence HLA-B07:02. The binding affinity (normalized) is 0.127. (2) The peptide sequence is MSSAMSMMH. The MHC is HLA-B08:01 with pseudo-sequence HLA-B08:01. The binding affinity (normalized) is 0.0847.